Dataset: Full USPTO retrosynthesis dataset with 1.9M reactions from patents (1976-2016). Task: Predict the reactants needed to synthesize the given product. (1) Given the product [C:28]([C:27]1[CH:26]=[C:25]([C:24]2[C:19]([C@@H:9]([NH:8][C:46]([CH:44]3[C:43]4([C:42]5[C:37](=[CH:38][CH:39]=[CH:40][CH:41]=5)[NH:36][C:35]4=[O:34])[CH2:45]3)=[O:47])[CH2:10][C:11]3[CH:12]=[C:13]([F:18])[CH:14]=[C:15]([F:17])[CH:16]=3)=[N:20][CH:21]=[CH:22][CH:23]=2)[CH:33]=[CH:32][CH:31]=1)(=[O:29])[NH2:30], predict the reactants needed to synthesize it. The reactants are: FC(F)(F)C(O)=O.[NH2:8][C@H:9]([C:19]1[C:24]([C:25]2[CH:26]=[C:27]([CH:31]=[CH:32][CH:33]=2)[C:28]([NH2:30])=[O:29])=[CH:23][CH:22]=[CH:21][N:20]=1)[CH2:10][C:11]1[CH:16]=[C:15]([F:17])[CH:14]=[C:13]([F:18])[CH:12]=1.[O:34]=[C:35]1[C:43]2([CH2:45][CH:44]2[C:46](O)=[O:47])[C:42]2[C:37](=[CH:38][CH:39]=[CH:40][CH:41]=2)[NH:36]1. (2) Given the product [OH:6][C:7]1[CH:8]=[C:9]([CH:28]=[CH2:29])[C:10]2[O:14][C:13]([C:15]3[CH:20]=[CH:19][C:18]([O:21][S:22]([O-:25])(=[O:23])=[O:24])=[C:17]([F:26])[CH:16]=3)=[N:12][C:11]=2[CH:27]=1.[Na+:32], predict the reactants needed to synthesize it. The reactants are: C([Si](C)(C)[O:6][C:7]1[CH:8]=[C:9]([CH:28]=[CH2:29])[C:10]2[O:14][C:13]([C:15]3[CH:20]=[CH:19][C:18]([O:21][S:22]([O-:25])(=[O:24])=[O:23])=[C:17]([F:26])[CH:16]=3)=[N:12][C:11]=2[CH:27]=1)(C)(C)C.[Na+:32].[F-].